Dataset: Forward reaction prediction with 1.9M reactions from USPTO patents (1976-2016). Task: Predict the product of the given reaction. (1) Given the reactants Cl.[NH2:2][C@H:3]([CH2:10][C:11]1[CH:16]=[CH:15][C:14]([C:17]2[CH:22]=[CH:21][CH:20]=[C:19]([Cl:23])[CH:18]=2)=[CH:13][CH:12]=1)[CH2:4][C:5]([O:7][CH2:8][CH3:9])=[O:6].[NH:24]1[C:28]([C:29]([OH:31])=[O:30])=[CH:27][C:26]([C:32](O)=[O:33])=[N:25]1.CCN=C=NCCCN(C)C.C1C=CC2N(O)N=NC=2C=1.C(N(CC)CC)C, predict the reaction product. The product is: [Cl:23][C:19]1[CH:18]=[C:17]([C:14]2[CH:15]=[CH:16][C:11]([CH2:10][C@@H:3]([NH:2][C:32]([C:26]3[NH:25][N:24]=[C:28]([C:29]([OH:31])=[O:30])[CH:27]=3)=[O:33])[CH2:4][C:5]([O:7][CH2:8][CH3:9])=[O:6])=[CH:12][CH:13]=2)[CH:22]=[CH:21][CH:20]=1. (2) Given the reactants [C:1]([O:5][C:6]([NH:8][CH2:9][C@H:10]1[CH2:15][CH2:14][C@H:13](C(O)=O)[CH2:12][CH2:11]1)=[O:7])([CH3:4])([CH3:3])[CH3:2].C1C=CC(P([N:33]=[N+]=[N-])(C2C=CC=CC=2)=O)=CC=1.[CH2:36]([OH:43])[C:37]1[CH:42]=[CH:41][CH:40]=[CH:39][CH:38]=1.O.CCO[C:48](C)=[O:49], predict the reaction product. The product is: [C:1]([O:5][C:6]([NH:8][CH2:9][C@H:10]1[CH2:11][CH2:12][C@H:13]([NH:33][C:48]([O:43][CH2:36][C:37]2[CH:42]=[CH:41][CH:40]=[CH:39][CH:38]=2)=[O:49])[CH2:14][CH2:15]1)=[O:7])([CH3:2])([CH3:3])[CH3:4]. (3) Given the reactants [F:1][C:2]1[CH:3]=[C:4]([C:9]2[N:10]=[CH:11][C:12]([NH2:15])=[N:13][CH:14]=2)[CH:5]=[C:6]([F:8])[CH:7]=1.[O:16]=[C:17]1[N:21]2[CH2:22][CH2:23][CH:24]([CH2:26][C:27](O)=[O:28])[CH2:25][CH:20]2[CH2:19][O:18]1, predict the reaction product. The product is: [F:8][C:6]1[CH:5]=[C:4]([C:9]2[N:10]=[CH:11][C:12]([NH:15][C:27](=[O:28])[CH2:26][CH:24]3[CH2:23][CH2:22][N:21]4[C:17](=[O:16])[O:18][CH2:19][CH:20]4[CH2:25]3)=[N:13][CH:14]=2)[CH:3]=[C:2]([F:1])[CH:7]=1.